The task is: Predict the product of the given reaction.. This data is from Forward reaction prediction with 1.9M reactions from USPTO patents (1976-2016). (1) The product is: [Cl:3][C:4]1[N:8]([CH3:13])[C:7]2[CH:9]=[CH:10][CH:11]=[CH:12][C:6]=2[N:5]=1. Given the reactants [H-].[Na+].[Cl:3][C:4]1[NH:5][C:6]2[CH:12]=[CH:11][CH:10]=[CH:9][C:7]=2[N:8]=1.[CH3:13]I.O, predict the reaction product. (2) Given the reactants [N:1]1(C(OCC2C=CC=CC=2)=O)[CH2:5][CH2:4][CH:3]([C:6]([O:8][C:9]([CH3:12])([CH3:11])[CH3:10])=[O:7])[N:2]1C(OCC1C=CC=CC=1)=O.[H][H].Cl.CCOCC, predict the reaction product. The product is: [NH:1]1[CH2:5][CH2:4][CH:3]([C:6]([O:8][C:9]([CH3:12])([CH3:11])[CH3:10])=[O:7])[NH:2]1. (3) Given the reactants [CH2:1]([O:3][C:4]([C:6]1[C:15]2[C:10](=[CH:11][CH:12]=[CH:13][CH:14]=2)[C:9](F)=[CH:8][CH:7]=1)=[O:5])[CH3:2].[NH:17]1[CH2:21][CH2:20][CH2:19][CH2:18]1, predict the reaction product. The product is: [CH2:1]([O:3][C:4]([C:6]1[C:15]2[C:10](=[CH:11][CH:12]=[CH:13][CH:14]=2)[C:9]([N:17]2[CH2:21][CH2:20][CH2:19][CH2:18]2)=[CH:8][CH:7]=1)=[O:5])[CH3:2].